From a dataset of Merck oncology drug combination screen with 23,052 pairs across 39 cell lines. Regression. Given two drug SMILES strings and cell line genomic features, predict the synergy score measuring deviation from expected non-interaction effect. (1) Drug 1: O=S1(=O)NC2(CN1CC(F)(F)F)C1CCC2Cc2cc(C=CCN3CCC(C(F)(F)F)CC3)ccc2C1. Drug 2: O=C(NOCC(O)CO)c1ccc(F)c(F)c1Nc1ccc(I)cc1F. Cell line: UWB1289BRCA1. Synergy scores: synergy=13.4. (2) Drug 1: CC1CC2C3CCC4=CC(=O)C=CC4(C)C3(F)C(O)CC2(C)C1(O)C(=O)CO. Drug 2: C#Cc1cccc(Nc2ncnc3cc(OCCOC)c(OCCOC)cc23)c1. Cell line: PA1. Synergy scores: synergy=5.86. (3) Drug 1: O=S1(=O)NC2(CN1CC(F)(F)F)C1CCC2Cc2cc(C=CCN3CCC(C(F)(F)F)CC3)ccc2C1. Drug 2: CCC1(O)CC2CN(CCc3c([nH]c4ccccc34)C(C(=O)OC)(c3cc4c(cc3OC)N(C)C3C(O)(C(=O)OC)C(OC(C)=O)C5(CC)C=CCN6CCC43C65)C2)C1. Cell line: NCIH2122. Synergy scores: synergy=14.9. (4) Drug 1: COc1cccc2c1C(=O)c1c(O)c3c(c(O)c1C2=O)CC(O)(C(=O)CO)CC3OC1CC(N)C(O)C(C)O1. Drug 2: Cn1nnc2c(C(N)=O)ncn2c1=O. Cell line: NCIH460. Synergy scores: synergy=0.384. (5) Drug 1: O=P1(N(CCCl)CCCl)NCCCO1. Drug 2: O=C(CCCCCCC(=O)Nc1ccccc1)NO. Cell line: CAOV3. Synergy scores: synergy=32.9. (6) Drug 1: C=CCn1c(=O)c2cnc(Nc3ccc(N4CCN(C)CC4)cc3)nc2n1-c1cccc(C(C)(C)O)n1. Drug 2: CNC(=O)c1cc(Oc2ccc(NC(=O)Nc3ccc(Cl)c(C(F)(F)F)c3)cc2)ccn1. Cell line: CAOV3. Synergy scores: synergy=-6.22. (7) Cell line: NCIH2122. Synergy scores: synergy=-4.00. Drug 2: CC1(c2nc3c(C(N)=O)cccc3[nH]2)CCCN1. Drug 1: C=CCn1c(=O)c2cnc(Nc3ccc(N4CCN(C)CC4)cc3)nc2n1-c1cccc(C(C)(C)O)n1.